This data is from Forward reaction prediction with 1.9M reactions from USPTO patents (1976-2016). The task is: Predict the product of the given reaction. (1) The product is: [N+:24]([C:23]1[C:22]([O:14][CH2:13][C@@:11]2([CH3:15])[CH2:10][O:9][C:8]([CH3:16])([CH3:7])[O:12]2)=[CH:21][CH:20]=[CH:19][C:18]=1[OH:4])([O-:26])=[O:25]. Given the reactants CC(C)([O-:4])C.[K+].[CH3:7][C:8]1([CH3:16])[O:12][C@:11]([CH3:15])([CH2:13][OH:14])[CH2:10][O:9]1.F[C:18]1[CH:19]=[C:20](O)[CH:21]=[CH:22][C:23]=1[N+:24]([O-:26])=[O:25].O, predict the reaction product. (2) The product is: [CH3:23][C:24]1([CH3:40])[O:28][C@@H:27]([C@@H:29]2[C@@H:33]3[O:34][C:35]([CH3:38])([CH3:37])[O:36][C@@H:32]3[C:31](=[O:39])[O:30]2)[CH2:26][O:25]1. Given the reactants CC(OI1(OC(C)=O)(OC(C)=O)OC(=O)C2C=CC=CC1=2)=O.[CH3:23][C:24]1([CH3:40])[O:28][C@@H:27]([C@@H:29]2[C@@H:33]3[O:34][C:35]([CH3:38])([CH3:37])[O:36][C@@H:32]3[CH:31]([OH:39])[O:30]2)[CH2:26][O:25]1.CC(O)(C)C, predict the reaction product. (3) The product is: [CH2:11]([C:4]1[S:3][C:2]2[NH:1][C:17](=[O:23])[N:39]([CH2:38][CH2:37][C:33]3[S:32][CH:36]=[CH:35][CH:34]=3)[C:7](=[O:9])[C:6]=2[CH:5]=1)[CH3:12]. Given the reactants [NH2:1][C:2]1[S:3][C:4]([CH2:11][CH3:12])=[CH:5][C:6]=1[C:7]([O:9]C)=O.ClC(Cl)(O[C:17](=[O:23])OC(Cl)(Cl)Cl)Cl.C(N(CC)CC)C.[S:32]1[CH:36]=[CH:35][CH:34]=[C:33]1[CH2:37][CH2:38][NH2:39], predict the reaction product. (4) Given the reactants F[C:2]1[C:3]([N+:30]([O-:32])=[O:31])=[CH:4][C:5]([N+:27]([O-])=[O:28])=[C:6]([NH:8][CH2:9][C:10]2[CH:15]=[CH:14][C:13]([NH:16][C:17](=[O:26])/[CH:18]=[CH:19]/[C:20]3[CH:25]=[CH:24][CH:23]=[CH:22][CH:21]=3)=[CH:12][CH:11]=2)[CH:7]=1.[H-].[Na+].C(O)(=O)CC(CC(O)=O)(C(O)=O)O.[CH2:48]([OH:50])[CH3:49], predict the reaction product. The product is: [CH2:48]([O:50][C:2]1[C:3]([N+:30]([O-:32])=[O:31])=[CH:4][C:5]2[N:27]([OH:28])[C:9]([C:10]3[CH:11]=[CH:12][C:13]([NH:16][C:17](=[O:26])/[CH:18]=[CH:19]/[C:20]4[CH:21]=[CH:22][CH:23]=[CH:24][CH:25]=4)=[CH:14][CH:15]=3)=[N:8][C:6]=2[CH:7]=1)[CH3:49]. (5) The product is: [OH:17][C:4]1[C:3]([NH:2][N:18]=[C:24]2[C:25](=[O:38])[N:26]([C:28]3[CH:29]=[C:30]4[C:34](=[CH:35][CH:36]=3)[CH2:33][CH2:32][CH:31]4[CH3:37])[N:27]=[C:23]2[CH3:22])=[CH:8][CH:7]=[CH:6][C:5]=1[C:9]1[S:13][C:12]([C:14]([OH:16])=[O:15])=[CH:11][CH:10]=1. Given the reactants Br.[NH2:2][C:3]1[C:4]([OH:17])=[C:5]([C:9]2[S:13][C:12]([C:14]([OH:16])=[O:15])=[CH:11][CH:10]=2)[CH:6]=[CH:7][CH:8]=1.[N:18]([O-])=O.[Na+].[CH3:22][C:23]1[CH2:24][C:25](=[O:38])[N:26]([C:28]2[CH:29]=[C:30]3[C:34](=[CH:35][CH:36]=2)[CH2:33][CH2:32][CH:31]3[CH3:37])[N:27]=1.C(=O)(O)[O-].[Na+], predict the reaction product. (6) Given the reactants [NH2:1][C:2]1[CH:22]=[CH:21][C:5]([CH2:6][N:7]([CH:15]2[CH2:20][CH2:19][CH2:18][CH2:17][CH2:16]2)[C:8]([C:10]2[O:11][CH:12]=[CH:13][CH:14]=2)=[O:9])=[CH:4][CH:3]=1.C1C2C(COC([NH:40][C:41]([CH3:46])([CH3:45])[C:42](O)=[O:43])=O)C3C(=CC=CC=3)C=2C=CC=1.[CH3:47][O:48][C:49](=[O:59])[C:50]1[CH:58]=[CH:57][C:53]([C:54]([OH:56])=O)=[CH:52][CH:51]=1, predict the reaction product. The product is: [CH3:47][O:48][C:49](=[O:59])[C:50]1[CH:51]=[CH:52][C:53]([C:54]([NH:40][C:41]([C:42](=[O:43])[NH:1][C:2]2[CH:3]=[CH:4][C:5]([CH2:6][N:7]([CH:15]3[CH2:20][CH2:19][CH2:18][CH2:17][CH2:16]3)[C:8]([C:10]3[O:11][CH:12]=[CH:13][CH:14]=3)=[O:9])=[CH:21][CH:22]=2)([CH3:46])[CH3:45])=[O:56])=[CH:57][CH:58]=1. (7) Given the reactants Br.[N:2]1[CH:7]=[CH:6][CH:5]=[C:4]([O:8][C:9]2[CH:14]=[CH:13][C:12]([C:15]3[O:19][C:18]([NH2:20])=[N:17][N:16]=3)=[CH:11][CH:10]=2)[CH:3]=1.[F:21][C:22]([F:34])([F:33])[O:23][C:24]1[CH:32]=[CH:31][C:27]([C:28](Cl)=[O:29])=[CH:26][CH:25]=1, predict the reaction product. The product is: [N:2]1[CH:7]=[CH:6][CH:5]=[C:4]([O:8][C:9]2[CH:10]=[CH:11][C:12]([C:15]3[O:19][C:18]([NH:20][C:28](=[O:29])[C:27]4[CH:31]=[CH:32][C:24]([O:23][C:22]([F:21])([F:33])[F:34])=[CH:25][CH:26]=4)=[N:17][N:16]=3)=[CH:13][CH:14]=2)[CH:3]=1. (8) Given the reactants [CH3:1][C:2]1[CH:3]=[N:4][CH:5]=[C:6]([CH3:9])[C:7]=1[NH2:8].Cl[C:11]1[C:20]2[C:15](=[C:16]([O:23][CH:24]3[CH2:28][CH2:27][CH2:26][CH2:25]3)[C:17]([O:21][CH3:22])=[CH:18][CH:19]=2)[N:14]=[CH:13][CH:12]=1, predict the reaction product. The product is: [CH:24]1([O:23][C:16]2[C:17]([O:21][CH3:22])=[CH:18][CH:19]=[C:20]3[C:15]=2[N:14]=[CH:13][CH:12]=[C:11]3[NH:8][C:7]2[C:6]([CH3:9])=[CH:5][N:4]=[CH:3][C:2]=2[CH3:1])[CH2:25][CH2:26][CH2:27][CH2:28]1. (9) Given the reactants O[CH2:2][C:3]1[NH:12][C:11](=[O:13])[C:10]2[C:9]([C:14]([O:16][CH3:17])=[O:15])=[CH:8][CH:7]=[CH:6][C:5]=2[N:4]=1.CCN(CC)CC.C1(C)C=CC(S(Cl)(=O)=O)=CC=1.[NH:36]1[CH2:41][CH2:40][CH2:39][CH2:38][CH2:37]1, predict the reaction product. The product is: [O:13]=[C:11]1[C:10]2[C:9]([C:14]([O:16][CH3:17])=[O:15])=[CH:8][CH:7]=[CH:6][C:5]=2[N:4]=[C:3]([CH2:2][N:36]2[CH2:41][CH2:40][CH2:39][CH2:38][CH2:37]2)[NH:12]1. (10) Given the reactants [C:1]([OH:10])(=O)[C@@H:2]([C@H:4]([C:6](O)=[O:7])[OH:5])[OH:3].[CH2:11]([NH2:18])[C:12]1[CH:17]=[CH:16][CH:15]=[CH:14][CH:13]=1.O, predict the reaction product. The product is: [CH2:11]([N:18]1[C:6](=[O:7])[C@H:4]([OH:5])[C@@H:2]([OH:3])[C:1]1=[O:10])[C:12]1[CH:17]=[CH:16][CH:15]=[CH:14][CH:13]=1.